From a dataset of Forward reaction prediction with 1.9M reactions from USPTO patents (1976-2016). Predict the product of the given reaction. Given the reactants [Cl:1][C:2]1[N:7]=[C:6]([C:8]#[N:9])[CH:5]=[C:4]([CH3:10])[CH:3]=1.[NH:11]([C:13]([O:15]CC)=O)[NH2:12], predict the reaction product. The product is: [Cl:1][C:2]1[N:7]=[C:6]([C:8]2[NH:9][C:13](=[O:15])[NH:11][N:12]=2)[CH:5]=[C:4]([CH3:10])[CH:3]=1.